Dataset: NCI-60 drug combinations with 297,098 pairs across 59 cell lines. Task: Regression. Given two drug SMILES strings and cell line genomic features, predict the synergy score measuring deviation from expected non-interaction effect. Drug 1: CC1=C(C=C(C=C1)NC2=NC=CC(=N2)N(C)C3=CC4=NN(C(=C4C=C3)C)C)S(=O)(=O)N.Cl. Drug 2: CC12CCC(CC1=CCC3C2CCC4(C3CC=C4C5=CN=CC=C5)C)O. Cell line: OVCAR-5. Synergy scores: CSS=4.86, Synergy_ZIP=-1.75, Synergy_Bliss=1.99, Synergy_Loewe=-3.67, Synergy_HSA=-0.0513.